Dataset: Peptide-MHC class II binding affinity with 134,281 pairs from IEDB. Task: Regression. Given a peptide amino acid sequence and an MHC pseudo amino acid sequence, predict their binding affinity value. This is MHC class II binding data. The peptide sequence is MLTLFILIITSTIKA. The MHC is HLA-DPA10201-DPB10101 with pseudo-sequence HLA-DPA10201-DPB10101. The binding affinity (normalized) is 0.0341.